Dataset: Catalyst prediction with 721,799 reactions and 888 catalyst types from USPTO. Task: Predict which catalyst facilitates the given reaction. (1) The catalyst class is: 92. Reactant: [O:1]=[C:2]1[NH:7][C:6]2[CH:8]=[C:9]([O:12]C(=O)C)[CH:10]=[CH:11][C:5]=2[O:4][CH2:3]1.[OH-].[Na+]. Product: [OH:12][C:9]1[CH:10]=[CH:11][C:5]2[O:4][CH2:3][C:2](=[O:1])[NH:7][C:6]=2[CH:8]=1. (2) Reactant: [OH:1][CH:2]([C:16]1[CH:17]=[N:18][N:19]([CH3:21])[CH:20]=1)[C:3]1[NH:11][C:10]2[C:5](=[N:6][CH:7]=[CH:8][C:9]=2[C:12]([O:14]C)=[O:13])[CH:4]=1. Product: [OH:1][CH:2]([C:16]1[CH:17]=[N:18][N:19]([CH3:21])[CH:20]=1)[C:3]1[NH:11][C:10]2[C:5](=[N:6][CH:7]=[CH:8][C:9]=2[C:12]([OH:14])=[O:13])[CH:4]=1. The catalyst class is: 47. (3) Reactant: Cl[S:2]([C:5]1[CH:6]=[CH:7][C:8]([F:14])=[C:9]([CH:13]=1)[C:10]([OH:12])=[O:11])(=[O:4])=[O:3].[CH:15]([NH2:19])([CH2:17][CH3:18])[CH3:16].CCN(C(C)C)C(C)C. Product: [CH:15]([NH:19][S:2]([C:5]1[CH:6]=[CH:7][C:8]([F:14])=[C:9]([CH:13]=1)[C:10]([OH:12])=[O:11])(=[O:4])=[O:3])([CH2:17][CH3:18])[CH3:16]. The catalyst class is: 2. (4) Reactant: C[O:2][C:3]1[N:8]=[CH:7][C:6]([C:9](=[O:24])[CH2:10][CH:11]([C:18]2[CH:23]=[CH:22][CH:21]=[CH:20][CH:19]=2)[C:12]2[CH:17]=[CH:16][CH:15]=[CH:14][CH:13]=2)=[CH:5][CH:4]=1.Cl. Product: [C:18]1([CH:11]([C:12]2[CH:13]=[CH:14][CH:15]=[CH:16][CH:17]=2)[CH2:10][C:9]([C:6]2[CH:5]=[CH:4][C:3](=[O:2])[NH:8][CH:7]=2)=[O:24])[CH:19]=[CH:20][CH:21]=[CH:22][CH:23]=1. The catalyst class is: 12. (5) Reactant: [F:1][C:2]([F:20])([F:19])[C:3]1[CH:8]=[CH:7][C:6]([CH:9]2[C:18]3[C:13](=[CH:14][CH:15]=[CH:16][CH:17]=3)[CH2:12][CH2:11][NH:10]2)=[CH:5][CH:4]=1.CCN(C(C)C)C(C)C.[N:30]([CH:33]1[CH2:38][CH2:37][CH2:36][CH2:35][CH2:34]1)=[C:31]=[O:32]. Product: [CH:33]1([NH:30][C:31]([N:10]2[CH2:11][CH2:12][C:13]3[C:18](=[CH:17][CH:16]=[CH:15][CH:14]=3)[CH:9]2[C:6]2[CH:5]=[CH:4][C:3]([C:2]([F:1])([F:19])[F:20])=[CH:8][CH:7]=2)=[O:32])[CH2:38][CH2:37][CH2:36][CH2:35][CH2:34]1. The catalyst class is: 2.